This data is from Reaction yield outcomes from USPTO patents with 853,638 reactions. The task is: Predict the reaction yield, written as a fraction of the theoretical maximum amount of product (1.0 means a 100% yield; for example, 0.34 means a 34% yield). The reactants are [CH2:1]([C:4]1[CH:9]=[CH:8][C:7]([F:10])=[C:6]([C:11]2[CH:16]=[CH:15][CH:14]=[CH:13][C:12]=2[Cl:17])[C:5]=1[OH:18])[CH:2]=[CH2:3]. The catalyst is C(Cl)Cl.CC1C=CC=CC=1[P](C1C=CC=CC=1C)([Pd](Cl)(Cl)[P](C1=C(C)C=CC=C1)(C1C=CC=CC=1C)C1C=CC=CC=1C)C1C=CC=CC=1C. The product is [Cl:17][C:12]1[CH:13]=[CH:14][CH:15]=[CH:16][C:11]=1[C:6]1[C:5]([OH:18])=[C:4]([CH:1]=[CH:2][CH3:3])[CH:9]=[CH:8][C:7]=1[F:10]. The yield is 0.390.